From a dataset of Retrosynthesis with 50K atom-mapped reactions and 10 reaction types from USPTO. Predict the reactants needed to synthesize the given product. Given the product CC(C)(C)OC(=O)N1CCC(COS(C)(=O)=O)C1, predict the reactants needed to synthesize it. The reactants are: CC(C)(C)OC(=O)N1CCC(CO)C1.CS(=O)(=O)Cl.